From a dataset of Forward reaction prediction with 1.9M reactions from USPTO patents (1976-2016). Predict the product of the given reaction. (1) The product is: [Cl:1][C:2]1[CH:11]=[CH:10][CH:9]=[C:8]2[C:3]=1[N:4]=[C:5]([C:14]1[CH:19]=[CH:18][CH:17]=[C:16]([F:20])[CH:15]=1)[C:6]([CH:12]([OH:13])[CH3:21])=[N:7]2. Given the reactants [Cl:1][C:2]1[CH:11]=[CH:10][CH:9]=[C:8]2[C:3]=1[N:4]=[C:5]([C:14]1[CH:19]=[CH:18][CH:17]=[C:16]([F:20])[CH:15]=1)[C:6]([CH:12]=[O:13])=[N:7]2.[CH2:21]1COCC1.C[Mg]Br.C(OCC)C, predict the reaction product. (2) Given the reactants [CH2:1]=O.Cl.[CH3:4][NH:5][CH3:6].[CH2:7]([N:9]1[CH:13]=[CH:12][CH:11]=[CH:10]1)[CH3:8].[OH-].[Na+], predict the reaction product. The product is: [CH3:4][N:5]([CH2:1][C:10]1[N:9]([CH2:7][CH3:8])[CH:13]=[CH:12][CH:11]=1)[CH3:6]. (3) Given the reactants [OH:1][C:2]1[CH:3]=[C:4]([CH:7]=[CH:8][CH:9]=1)[CH:5]=[O:6].C(=O)([O-])[O-].[K+].[K+].Cl.[N:17]1[CH:22]=[CH:21][CH:20]=[CH:19][C:18]=1[CH2:23]Cl, predict the reaction product. The product is: [N:17]1[CH:22]=[CH:21][CH:20]=[CH:19][C:18]=1[CH2:23][O:1][C:2]1[CH:3]=[C:4]([CH:7]=[CH:8][CH:9]=1)[CH:5]=[O:6]. (4) Given the reactants [NH2:1][OH:2].[C:3]([OH:11])(=[O:10])[C:4]1[CH:9]=[CH:8][CH:7]=[CH:6][CH:5]=1, predict the reaction product. The product is: [C:3]([OH:11])(=[O:10])[C:4]1[CH:9]=[CH:8][CH:7]=[CH:6][CH:5]=1.[NH2:1][OH:2]. (5) Given the reactants [CH3:1][O:2][C:3]1[CH:4]=[C:5]([C:13]2[CH:18]=[C:17]([CH2:19][O:20][CH:21]3[CH2:26][CH2:25][NH:24][CH2:23][CH2:22]3)[CH:16]=[CH:15][N:14]=2)[CH:6]=[C:7]([O:11][CH3:12])[C:8]=1[O:9][CH3:10].[Cl:27][CH2:28][C:29]1[CH:34]=[CH:33][N:32]=[C:31]([C:35]2[CH:40]=[C:39]([O:41][CH3:42])[C:38]([O:43][CH3:44])=[C:37]([O:45][CH3:46])[CH:36]=2)[CH:30]=1.C(=O)([O-])[O-].[K+].[K+].[I-].[K+], predict the reaction product. The product is: [ClH:27].[ClH:27].[ClH:27].[CH3:42][O:41][C:39]1[CH:40]=[C:35]([C:31]2[CH:30]=[C:29]([CH2:28][N:24]3[CH2:23][CH2:22][CH:21]([O:20][CH2:19][C:17]4[CH:16]=[CH:15][N:14]=[C:13]([C:5]5[CH:4]=[C:3]([O:2][CH3:1])[C:8]([O:9][CH3:10])=[C:7]([O:11][CH3:12])[CH:6]=5)[CH:18]=4)[CH2:26][CH2:25]3)[CH:34]=[CH:33][N:32]=2)[CH:36]=[C:37]([O:45][CH3:46])[C:38]=1[O:43][CH3:44]. (6) Given the reactants [C:1](OC1[C@@H](OC(=O)C)[C@@H](OC(=O)C)[C@H](OC(=O)C)[C@@H]([C@@H](OC(=O)C)C)O1)(=O)C.CCN(CC)CC.C[Mg+].[Br-].[CH2:39]([O:46][C@H:47]1[C@H:52]([O:53][CH2:54][C:55]2[CH:60]=[CH:59][CH:58]=[CH:57][CH:56]=2)[C@H:51]([O:61][CH2:62][C:63]2[CH:68]=[CH:67][CH:66]=[CH:65][CH:64]=2)[C@@H:50]([O:69][CH2:70][C:71]2[CH:76]=[CH:75][CH:74]=[CH:73][CH:72]=2)[O:49][C@@H:48]1[CH:77]=[O:78])[C:40]1[CH:45]=[CH:44][CH:43]=[CH:42][CH:41]=1.[NH4+].[Cl-], predict the reaction product. The product is: [CH2:39]([O:46][C@H:47]1[C@H:52]([O:53][CH2:54][C:55]2[CH:60]=[CH:59][CH:58]=[CH:57][CH:56]=2)[C@H:51]([O:61][CH2:62][C:63]2[CH:64]=[CH:65][CH:66]=[CH:67][CH:68]=2)[C@@H:50]([O:69][CH2:70][C:71]2[CH:72]=[CH:73][CH:74]=[CH:75][CH:76]=2)[O:49][C@@H:48]1[C@@H:77]([OH:78])[CH3:1])[C:40]1[CH:45]=[CH:44][CH:43]=[CH:42][CH:41]=1. (7) Given the reactants [C:1]1(OB(O)O)[CH:6]=[CH:5][CH:4]=[CH:3][CH:2]=1.C12(PC34CC5CC(CC(C5)C3)C4)CC3CC(CC(C3)C1)C2.[O-]P(OP(OP([O-])([O-])=O)([O-])=O)(=O)[O-].[K+].[K+].[K+].[K+].[K+].O.Cl[C:52]1[CH:57]=[CH:56][C:55]([O:58][CH3:59])=[CH:54][CH:53]=1, predict the reaction product. The product is: [CH3:59][O:58][C:55]1[CH:56]=[CH:57][C:52]([C:1]2[CH:6]=[CH:5][CH:4]=[CH:3][CH:2]=2)=[CH:53][CH:54]=1. (8) Given the reactants [C:1]([O:9][CH:10]([C@H:16]1[O:25][C@@H:19]2[O:20][C:21](C)([CH3:23])[O:22][C@@H:18]2[CH2:17]1)[CH:11]1[CH2:15][CH2:14][CH2:13][CH2:12]1)(=[O:8])[C:2]1[CH:7]=[CH:6][CH:5]=[CH:4][CH:3]=1.[C:26](OC(=O)C)(=[O:28])[CH3:27].[OH:33]S(O)(=O)=O.C([O-])(O)=O.[Na+], predict the reaction product. The product is: [C:1]([O:9][CH:10]([CH:11]1[CH2:12][CH2:13][CH2:14][CH2:15]1)[C@@H:16]1[CH2:17][C@@H:18]([O:22][C:26](=[O:28])[CH3:27])[CH:19]([O:20][C:21](=[O:33])[CH3:23])[O:25]1)(=[O:8])[C:2]1[CH:7]=[CH:6][CH:5]=[CH:4][CH:3]=1.